Task: Predict the reaction yield, written as a fraction of the theoretical maximum amount of product (1.0 means a 100% yield; for example, 0.34 means a 34% yield).. Dataset: Reaction yield outcomes from USPTO patents with 853,638 reactions (1) The reactants are C(NC(C)C)(C)C.C([Li])CCC.[CH3:13][C:14]1[N:15]=[N:16][CH:17]=[CH:18][CH:19]=1.[C:20](=O)([O:23]C)[O:21][CH3:22].[NH4+].[Cl-]. The catalyst is C1COCC1. The product is [N:16]1[CH:17]=[CH:18][CH:19]=[C:14]([CH2:13][C:20]([O:21][CH3:22])=[O:23])[N:15]=1. The yield is 0.110. (2) The reactants are [C:1]([O:5][C:6]([N:8]1[CH2:13][CH2:12][CH:11]([NH:14][C:15]2[C:20]([OH:21])=[CH:19][CH:18]=[CH:17][N:16]=2)[CH2:10][CH2:9]1)=[O:7])([CH3:4])([CH3:3])[CH3:2].[H-].[Na+].Br[CH2:25][C:26]([O:28][CH2:29][CH3:30])=[O:27].C([O-])(O)=O.[Na+]. The catalyst is C1COCC1. The product is [C:1]([O:5][C:6]([N:8]1[CH2:13][CH2:12][CH:11]([NH:14][C:15]2[C:20]([O:21][CH2:25][C:26]([O:28][CH2:29][CH3:30])=[O:27])=[CH:19][CH:18]=[CH:17][N:16]=2)[CH2:10][CH2:9]1)=[O:7])([CH3:4])([CH3:2])[CH3:3]. The yield is 0.490. (3) The reactants are [CH:1]([N:14]1[C:22]2[C:17](=[CH:18][C:19]([Cl:23])=[CH:20][CH:21]=2)[C:16]([CH2:24][CH2:25][S:26]([C:29]2[CH:38]=[CH:37][C:32]([C:33]([O:35]C)=[O:34])=[CH:31][CH:30]=2)(=[O:28])=[O:27])=[C:15]1[CH2:39][CH2:40][NH:41][S:42]([CH2:45][C:46]1[CH:51]=[CH:50][CH:49]=[CH:48][C:47]=1[F:52])(=[O:44])=[O:43])([C:8]1[CH:13]=[CH:12][CH:11]=[CH:10][CH:9]=1)[C:2]1[CH:7]=[CH:6][CH:5]=[CH:4][CH:3]=1.C1COCC1.[OH-].[Na+]. The catalyst is CO. The product is [CH:1]([N:14]1[C:22]2[C:17](=[CH:18][C:19]([Cl:23])=[CH:20][CH:21]=2)[C:16]([CH2:24][CH2:25][S:26]([C:29]2[CH:38]=[CH:37][C:32]([C:33]([OH:35])=[O:34])=[CH:31][CH:30]=2)(=[O:28])=[O:27])=[C:15]1[CH2:39][CH2:40][NH:41][S:42]([CH2:45][C:46]1[CH:51]=[CH:50][CH:49]=[CH:48][C:47]=1[F:52])(=[O:43])=[O:44])([C:2]1[CH:3]=[CH:4][CH:5]=[CH:6][CH:7]=1)[C:8]1[CH:13]=[CH:12][CH:11]=[CH:10][CH:9]=1. The yield is 0.990. (4) The reactants are [C:1]([C:4]1[C:22](=[O:23])[C@@:8]2([CH3:24])[C:9]3[C:15]([OH:16])=[CH:14][C:13]([O:17][CH3:18])=[C:12]([C:19]([NH2:21])=[O:20])[C:10]=3[O:11][C:7]2=[CH:6][C:5]=1[OH:25])(=[O:3])[CH3:2].[CH3:26][N:27]([CH3:43])[C:28](=[O:42])[O:29][C:30]1[CH:39]=[C:38]([CH:40]=O)[C:37]2[C:32](=[CH:33][CH:34]=[CH:35][CH:36]=2)[CH:31]=1.C([SiH](CC)CC)C.FC(F)(F)C(O)=O. The catalyst is C(#N)C. The product is [CH3:43][N:27]([CH3:26])[C:28](=[O:42])[O:29][C:30]1[CH:39]=[C:38]([CH2:40][NH:21][C:19]([C:12]2[C:10]3[O:11][C:7]4[C@@:8]([CH3:24])([C:22](=[O:23])[C:4]([C:1](=[O:3])[CH3:2])=[C:5]([OH:25])[CH:6]=4)[C:9]=3[C:15]([OH:16])=[CH:14][C:13]=2[O:17][CH3:18])=[O:20])[C:37]2[C:32](=[CH:33][CH:34]=[CH:35][CH:36]=2)[CH:31]=1. The yield is 0.690. (5) The reactants are C(O[C:4](=[O:30])[NH:5][CH2:6][C:7]1[CH:12]=[CH:11][C:10]([CH2:13][C:14]2[C:15]([F:29])=[C:16]([C:22]3[CH:27]=[CH:26][CH:25]=[C:24]([Cl:28])[CH:23]=3)[C:17]([O:20][CH3:21])=[CH:18][CH:19]=2)=[CH:9][N:8]=1)C.ClC(=O)[C:33]([O:35][CH2:36][CH3:37])=[O:34]. The catalyst is ClCCl. The product is [CH2:36]([O:35][C:33](=[O:34])[C:4]([NH:5][CH2:6][C:7]1[CH:12]=[CH:11][C:10]([CH2:13][C:14]2[C:15]([F:29])=[C:16]([C:22]3[CH:27]=[CH:26][CH:25]=[C:24]([Cl:28])[CH:23]=3)[C:17]([O:20][CH3:21])=[CH:18][CH:19]=2)=[CH:9][N:8]=1)=[O:30])[CH3:37]. The yield is 0.350. (6) The reactants are [OH:1][C:2]1[N:9]=[C:8]([C:10]([F:13])([F:12])[F:11])[CH:7]=[CH:6][C:3]=1[C:4]#[N:5].C(N(CC)CC)C.[S:21](O[S:21]([C:24]([F:27])([F:26])[F:25])(=[O:23])=[O:22])([C:24]([F:27])([F:26])[F:25])(=[O:23])=[O:22]. The catalyst is ClCCl. The product is [F:25][C:24]([F:27])([F:26])[S:21]([O:1][C:2]1[C:3]([C:4]#[N:5])=[CH:6][CH:7]=[C:8]([C:10]([F:13])([F:11])[F:12])[N:9]=1)(=[O:23])=[O:22]. The yield is 0.730.